This data is from Forward reaction prediction with 1.9M reactions from USPTO patents (1976-2016). The task is: Predict the product of the given reaction. (1) Given the reactants [Br:1][C:2]1[CH:7]=[CH:6][C:5]([CH:8]([O:12][CH2:13][CH2:14][CH3:15])[C:9]([OH:11])=O)=[C:4]([F:16])[CH:3]=1.[NH2:17][CH2:18][C:19]1[CH:26]=[CH:25][C:22]([C:23]#[N:24])=[CH:21][CH:20]=1, predict the reaction product. The product is: [Br:1][C:2]1[CH:7]=[CH:6][C:5]([CH:8]([O:12][CH2:13][CH2:14][CH3:15])[C:9]([NH:24][CH2:23][C:22]2[CH:25]=[CH:26][C:19]([C:18]#[N:17])=[CH:20][CH:21]=2)=[O:11])=[C:4]([F:16])[CH:3]=1. (2) Given the reactants Cl[C:2]1[N:7]=[C:6]([CH3:8])[C:5]([N+:9]([O-:11])=[O:10])=[CH:4][CH:3]=1.Cl.[F:13][C:14]1([F:18])[CH2:17][NH:16][CH2:15]1.C([O-])([O-])=O.[K+].[K+].FC1(F)CNC1, predict the reaction product. The product is: [F:13][C:14]1([F:18])[CH2:17][N:16]([C:2]2[N:7]=[C:6]([CH3:8])[C:5]([N+:9]([O-:11])=[O:10])=[CH:4][CH:3]=2)[CH2:15]1. (3) Given the reactants [CH3:1][O:2][C:3]1[N:8]=[C:7]([NH2:9])[C:6]([O:10][CH3:11])=[CH:5][N:4]=1.[CH3:12][CH2:13][O:14][C:15]([N:17]=[C:18]=[S:19])=[O:16], predict the reaction product. The product is: [CH3:1][O:2][C:3]1[N:8]=[C:7]([NH:9][C:18]([NH:17][C:15](=[O:16])[O:14][CH2:13][CH3:12])=[S:19])[C:6]([O:10][CH3:11])=[CH:5][N:4]=1. (4) Given the reactants [NH2:1][C:2]1[C:3]([C:10](/[N:12]=[C:13]2/[NH:14][C:15]3([CH2:22][CH2:21][N:20]([C:23](=[O:37])[CH2:24][CH2:25][C:26]4[CH:36]=[CH:35][C:29]([O:30][CH2:31][C:32]([OH:34])=[O:33])=[CH:28][CH:27]=4)[CH2:19][CH2:18]3)[CH2:16][NH:17]/2)=[O:11])=[N:4][C:5]([Cl:9])=[C:6]([NH2:8])[N:7]=1.Cl[CH2:39][C:40]([N:42]([CH2:46][CH2:47][CH3:48])[CH2:43][CH2:44][CH3:45])=[O:41].C(=O)([O-])O.[Na+], predict the reaction product. The product is: [CH2:43]([N:42]([CH2:46][CH2:47][CH3:48])[C:40]([CH2:39][O:33][C:32](=[O:34])[CH2:31][O:30][C:29]1[CH:28]=[CH:27][C:26]([CH2:25][CH2:24][C:23]([N:20]2[CH2:21][CH2:22][C:15]3([NH:14]/[C:13](=[N:12]/[C:10]([C:3]4[C:2]([NH2:1])=[N:7][C:6]([NH2:8])=[C:5]([Cl:9])[N:4]=4)=[O:11])/[NH:17][CH2:16]3)[CH2:18][CH2:19]2)=[O:37])=[CH:36][CH:35]=1)=[O:41])[CH2:44][CH3:45]. (5) Given the reactants [CH3:1][C:2]([NH:11][C:12](=[O:15])[CH2:13][CH3:14])([CH3:10])[CH2:3][C:4]1[CH:9]=[CH:8][CH:7]=[CH:6][CH:5]=1.[N+:16]([O-])([O-:18])=[O:17].[K+], predict the reaction product. The product is: [CH3:10][C:2]([NH:11][C:12](=[O:15])[CH2:13][CH3:14])([CH3:1])[CH2:3][C:4]1[CH:5]=[CH:6][C:7]([N+:16]([O-:18])=[O:17])=[CH:8][CH:9]=1. (6) Given the reactants [CH2:1]([N:8]1[C:16]2[C:11](=[CH:12][CH:13]=[CH:14][CH:15]=2)[C:10]([C:18]2[CH:23]=[C:22]([CH3:24])[C:21]([O:25][Si](C(C)(C)C)(C)C)=[C:20]([CH3:33])[CH:19]=2)([OH:17])[C:9]1=[O:34])[C:2]1[CH:7]=[CH:6][CH:5]=[CH:4][CH:3]=1.C(OCC)(=O)C, predict the reaction product. The product is: [CH2:1]([N:8]1[C:16]2[C:11](=[CH:12][CH:13]=[CH:14][CH:15]=2)[C:10]([OH:17])([C:18]2[CH:23]=[C:22]([CH3:24])[C:21]([OH:25])=[C:20]([CH3:33])[CH:19]=2)[C:9]1=[O:34])[C:2]1[CH:7]=[CH:6][CH:5]=[CH:4][CH:3]=1.